Dataset: Full USPTO retrosynthesis dataset with 1.9M reactions from patents (1976-2016). Task: Predict the reactants needed to synthesize the given product. (1) Given the product [CH3:20][C:19]1[CH:21]=[CH:22][C:16]([S:13]([O:6][CH2:5][CH:1]2[CH2:4][CH2:3][CH2:2]2)(=[O:15])=[O:14])=[CH:17][CH:18]=1, predict the reactants needed to synthesize it. The reactants are: [CH:1]1([CH2:5][OH:6])[CH2:4][CH2:3][CH2:2]1.N1C=CC=CC=1.[S:13](Cl)([C:16]1[CH:22]=[CH:21][C:19]([CH3:20])=[CH:18][CH:17]=1)(=[O:15])=[O:14].O. (2) Given the product [CH3:1][C:2]1[CH:7]=[CH:6][CH:5]=[C:4]([CH3:8])[C:3]=1[C:9]1[N:10]=[C:11]([N:28]2[CH2:33][CH2:32][N:31]([CH2:36][C:37]([NH2:39])=[O:38])[C@H:30]([CH3:34])[CH2:29]2)[C:12]([CH2:16][O:17][C:18]2[CH:23]=[C:22]([CH:24]([CH3:26])[CH3:25])[CH:21]=[CH:20][C:19]=2[CH3:27])=[C:13]([CH3:15])[N:14]=1, predict the reactants needed to synthesize it. The reactants are: [CH3:1][C:2]1[CH:7]=[CH:6][CH:5]=[C:4]([CH3:8])[C:3]=1[C:9]1[N:14]=[C:13]([CH3:15])[C:12]([CH2:16][O:17][C:18]2[CH:23]=[C:22]([CH:24]([CH3:26])[CH3:25])[CH:21]=[CH:20][C:19]=2[CH3:27])=[C:11]([N:28]2[CH2:33][CH2:32][NH:31][C@H:30]([CH3:34])[CH2:29]2)[N:10]=1.Br[CH2:36][C:37]([NH2:39])=[O:38].C(=O)([O-])[O-].[Na+].[Na+]. (3) Given the product [C:25]([O:24][C:22]([N:20]1[CH2:21][C:17]([C:14]2[CH:15]=[CH:16][C:11]([NH:10][C:8]([O:7][C:3]([CH3:4])([CH3:5])[CH3:6])=[O:9])=[C:12]([O:33][CH3:34])[CH:13]=2)=[CH:18][CH:19]1[C:29]([OH:31])=[O:30])=[O:23])([CH3:26])([CH3:27])[CH3:28], predict the reactants needed to synthesize it. The reactants are: [OH-].[Na+].[C:3]([O:7][C:8]([NH:10][C:11]1[CH:16]=[CH:15][C:14]([C:17]2[CH2:21][N:20]([C:22]([O:24][C:25]([CH3:28])([CH3:27])[CH3:26])=[O:23])[CH:19]([C:29]([O:31]C)=[O:30])[CH:18]=2)=[CH:13][C:12]=1[O:33][CH3:34])=[O:9])([CH3:6])([CH3:5])[CH3:4]. (4) Given the product [NH:10]1[CH:14]=[C:13]([C:15]2[N:16]=[CH:17][N:18]([C:20]3[CH:25]=[CH:24][N:23]=[C:22]4[N:26]([C:32]5[CH:39]=[CH:38][C:35]([C:36]#[N:37])=[C:34]([NH:40][CH:41]([CH3:43])[CH3:42])[CH:33]=5)[N:27]=[C:28]([CH:29]([CH3:31])[CH3:30])[C:21]=34)[CH:19]=2)[CH:12]=[N:11]1, predict the reactants needed to synthesize it. The reactants are: C(OC[N:10]1[CH:14]=[C:13]([C:15]2[N:16]=[CH:17][N:18]([C:20]3[CH:25]=[CH:24][N:23]=[C:22]4[N:26]([C:32]5[CH:39]=[CH:38][C:35]([C:36]#[N:37])=[C:34]([NH:40][CH:41]([CH3:43])[CH3:42])[CH:33]=5)[N:27]=[C:28]([CH:29]([CH3:31])[CH3:30])[C:21]=34)[CH:19]=2)[CH:12]=[N:11]1)C1C=CC=CC=1.C(OCN1C=C(C2N=CN(C3C=CN=C4N(C5C=CC(C#N)=C(Br)C=5)N=C(C(C)C)C=34)C=2)C=N1)C1C=CC=CC=1.C(N)(C)C.O[C@H]1CC[C@H](N)CC1.[OH-].[Na+]. (5) Given the product [Br:44][C:3]1[CH:8]=[CH:7][CH:6]=[CH:5][C:4]=1[S:9]([NH:12][C:13]1[S:17][C:16]2[CH2:18][CH2:19][CH2:20][CH2:21][C:15]=2[C:14]=1[C:22]([O:24][CH2:25][CH3:26])=[O:23])(=[O:10])=[O:11], predict the reactants needed to synthesize it. The reactants are: FC(F)(F)[C:3]1[CH:8]=[CH:7][CH:6]=[CH:5][C:4]=1[S:9]([NH:12][C:13]1[S:17][C:16]2[CH2:18][CH2:19][CH2:20][CH2:21][C:15]=2[C:14]=1[C:22]([O:24][CH2:25][CH3:26])=[O:23])(=[O:11])=[O:10].NC1SC2CCCCC=2C=1C(OCC)=O.[Br:44]C1C=CC=CC=1S(Cl)(=O)=O.